This data is from NCI-60 drug combinations with 297,098 pairs across 59 cell lines. The task is: Regression. Given two drug SMILES strings and cell line genomic features, predict the synergy score measuring deviation from expected non-interaction effect. Drug 1: C1=NC2=C(N1)C(=S)N=C(N2)N. Drug 2: CCC1(CC2CC(C3=C(CCN(C2)C1)C4=CC=CC=C4N3)(C5=C(C=C6C(=C5)C78CCN9C7C(C=CC9)(C(C(C8N6C)(C(=O)OC)O)OC(=O)C)CC)OC)C(=O)OC)O.OS(=O)(=O)O. Cell line: HCT-15. Synergy scores: CSS=36.4, Synergy_ZIP=0.590, Synergy_Bliss=0.308, Synergy_Loewe=-1.78, Synergy_HSA=-0.266.